From a dataset of Peptide-MHC class II binding affinity with 134,281 pairs from IEDB. Regression. Given a peptide amino acid sequence and an MHC pseudo amino acid sequence, predict their binding affinity value. This is MHC class II binding data. (1) The peptide sequence is FEAAFNDAIKASTGG. The MHC is HLA-DPA10201-DPB10101 with pseudo-sequence HLA-DPA10201-DPB10101. The binding affinity (normalized) is 0.155. (2) The peptide sequence is FTSKEIDCQHTTPGV. The MHC is DRB1_0101 with pseudo-sequence DRB1_0101. The binding affinity (normalized) is 0.0782. (3) The peptide sequence is RSWVTAGEIHAVPFG. The MHC is DRB1_0901 with pseudo-sequence DRB1_0901. The binding affinity (normalized) is 0.733. (4) The binding affinity (normalized) is 0.305. The peptide sequence is CIPSLEAAVKQAYAA. The MHC is DRB1_0401 with pseudo-sequence DRB1_0401. (5) The peptide sequence is EKKYGAATQFEPLAA. The MHC is HLA-DPA10103-DPB10401 with pseudo-sequence HLA-DPA10103-DPB10401. The binding affinity (normalized) is 0.605. (6) The peptide sequence is GELQIVDKIDAAFVI. The MHC is DRB1_1201 with pseudo-sequence DRB1_1201. The binding affinity (normalized) is 0.631. (7) The peptide sequence is AFKVAATAANAAPQN. The MHC is DRB1_0901 with pseudo-sequence DRB1_0901. The binding affinity (normalized) is 0.736. (8) The MHC is DRB3_0202 with pseudo-sequence DRB3_0202. The binding affinity (normalized) is 0.355. The peptide sequence is EQQWNFAGIEAAASA. (9) The peptide sequence is MYGIFQSTFLGASQR. The MHC is HLA-DQA10103-DQB10603 with pseudo-sequence HLA-DQA10103-DQB10603. The binding affinity (normalized) is 0.543. (10) The binding affinity (normalized) is 0.604. The peptide sequence is QKLLLEEGVPSHIMS. The MHC is DRB1_1501 with pseudo-sequence DRB1_1501.